Regression. Given two drug SMILES strings and cell line genomic features, predict the synergy score measuring deviation from expected non-interaction effect. From a dataset of NCI-60 drug combinations with 297,098 pairs across 59 cell lines. (1) Drug 1: C1=CC(=CC=C1C#N)C(C2=CC=C(C=C2)C#N)N3C=NC=N3. Drug 2: CC1C(C(CC(O1)OC2CC(CC3=C2C(=C4C(=C3O)C(=O)C5=C(C4=O)C(=CC=C5)OC)O)(C(=O)CO)O)N)O.Cl. Cell line: NCI/ADR-RES. Synergy scores: CSS=7.20, Synergy_ZIP=-1.21, Synergy_Bliss=2.22, Synergy_Loewe=0.310, Synergy_HSA=0.901. (2) Drug 1: CN1CCC(CC1)COC2=C(C=C3C(=C2)N=CN=C3NC4=C(C=C(C=C4)Br)F)OC. Drug 2: B(C(CC(C)C)NC(=O)C(CC1=CC=CC=C1)NC(=O)C2=NC=CN=C2)(O)O. Cell line: NCIH23. Synergy scores: CSS=11.6, Synergy_ZIP=-3.99, Synergy_Bliss=-1.37, Synergy_Loewe=-0.375, Synergy_HSA=0.115. (3) Drug 1: C1C(C(OC1N2C=NC3=C2NC=NCC3O)CO)O. Drug 2: CCC1(C2=C(COC1=O)C(=O)N3CC4=CC5=C(C=CC(=C5CN(C)C)O)N=C4C3=C2)O.Cl. Cell line: RXF 393. Synergy scores: CSS=16.0, Synergy_ZIP=-1.24, Synergy_Bliss=3.34, Synergy_Loewe=-21.1, Synergy_HSA=2.20. (4) Drug 1: CN1CCC(CC1)COC2=C(C=C3C(=C2)N=CN=C3NC4=C(C=C(C=C4)Br)F)OC. Drug 2: CC(C)CN1C=NC2=C1C3=CC=CC=C3N=C2N. Cell line: CCRF-CEM. Synergy scores: CSS=-4.01, Synergy_ZIP=-0.901, Synergy_Bliss=-4.53, Synergy_Loewe=-6.10, Synergy_HSA=-5.84. (5) Drug 1: COC1=C(C=C2C(=C1)N=CN=C2NC3=CC(=C(C=C3)F)Cl)OCCCN4CCOCC4. Drug 2: CNC(=O)C1=NC=CC(=C1)OC2=CC=C(C=C2)NC(=O)NC3=CC(=C(C=C3)Cl)C(F)(F)F. Cell line: PC-3. Synergy scores: CSS=20.2, Synergy_ZIP=-6.62, Synergy_Bliss=-4.21, Synergy_Loewe=-3.51, Synergy_HSA=-2.18.